From a dataset of Experimentally validated miRNA-target interactions with 360,000+ pairs, plus equal number of negative samples. Binary Classification. Given a miRNA mature sequence and a target amino acid sequence, predict their likelihood of interaction. The miRNA is dme-miR-956-3p with sequence UUUCGAGACCACUCUAAUCCAUU. The protein sequence of the target gene is MIPVAEFKQFTEQQPAFKVLKPWWDVLAEYLTVAMLMIGVFGCTLQVTQDKIICLPNHELQENLSEAPCQQLLPRGIPEQIGALQEVKGLKNNLDLQQYSFINQLCYETALHWYAKYFPYLVVIHTLIFMVCTSFWFKFPGTSSKIEHFISILGKCFDSPWTTRALSEVSGENQKGPAATERAAATIVAMAGTGPGKAGEGEKEKVLAEPEKVVTEPPVVTLLDKKEGEQAKALFEKVKKFRMHVEEGDILYTMYIRQTVLKVCKFLAILVYNLVYVEKISFLVACRVETSEVTGYASFC.... Result: 0 (no interaction).